This data is from Forward reaction prediction with 1.9M reactions from USPTO patents (1976-2016). The task is: Predict the product of the given reaction. (1) Given the reactants Cl[CH2:2][CH2:3][O:4][C:5]1[CH:14]=[C:13]2[C:8]([C:9]([CH3:29])=[CH:10][N:11]([C:16]3[CH:17]=[C:18]([CH:25]=[CH:26][C:27]=3[CH3:28])[C:19]([NH:21][CH:22]3[CH2:24][CH2:23]3)=[O:20])[C:12]2=[O:15])=[CH:7][CH:6]=1.BrCCOC1C=C2C(C(C)=[CH:39][N:40]([C:45]3[CH:46]=C(C=C[C:56]=3C)C(NC3CC3)=O)C2=O)=CC=1.[I-].[K+].CNC(C)C, predict the reaction product. The product is: [CH:22]1([NH:21][C:19](=[O:20])[C:18]2[CH:25]=[CH:26][C:27]([CH3:28])=[C:16]([N:11]3[CH:10]=[C:9]([CH3:29])[C:8]4[C:13](=[CH:14][C:5]([O:4][CH2:3][CH2:2][N:40]([CH:45]([CH3:46])[CH3:56])[CH3:39])=[CH:6][CH:7]=4)[C:12]3=[O:15])[CH:17]=2)[CH2:24][CH2:23]1. (2) Given the reactants [Cl:1][C:2]1[CH:7]=[CH:6][C:5]([C@H:8]([NH:11][S@@](C(C)(C)C)=O)[CH2:9][CH3:10])=[C:4]([F:18])[C:3]=1[O:19][C:20]1[CH:25]=[CH:24][C:23]([C:26]#[C:27][Si:28]([CH3:31])([CH3:30])[CH3:29])=[CH:22][CH:21]=1.Cl.FC1C(OC2C=CC=CC=2)=C(F)C=CC=1C(N)CC, predict the reaction product. The product is: [Cl:1][C:2]1[CH:7]=[CH:6][C:5]([C@H:8]([NH2:11])[CH2:9][CH3:10])=[C:4]([F:18])[C:3]=1[O:19][C:20]1[CH:21]=[CH:22][C:23]([C:26]#[C:27][Si:28]([CH3:31])([CH3:29])[CH3:30])=[CH:24][CH:25]=1. (3) Given the reactants [CH3:1][O:2][CH2:3][C:4](=[O:24])[C:5](=[N:10][NH:11][C:12]1[C:22]([F:23])=[CH:21][C:15]2[O:16][C:17]([F:20])([F:19])[O:18][C:14]=2[CH:13]=1)[C:6]([O:8][CH3:9])=[O:7].[CH3:25]OC(OC)N(C)C, predict the reaction product. The product is: [CH3:1][O:2][C:3]1[C:4](=[O:24])[C:5]([C:6]([O:8][CH3:9])=[O:7])=[N:10][N:11]([C:12]2[C:22]([F:23])=[CH:21][C:15]3[O:16][C:17]([F:20])([F:19])[O:18][C:14]=3[CH:13]=2)[CH:25]=1. (4) Given the reactants [F:1][C:2]1[CH:7]=[CH:6][C:5]([N:8]2[CH2:13][CH2:12][N:11]([S:14]([CH3:17])(=[O:16])=[O:15])[CH2:10][CH2:9]2)=[CH:4][CH:3]=1.[CH3:18][C:19]([CH3:27])([CH2:22][C:23]#[C:24][CH2:25][CH3:26])[CH:20]=O, predict the reaction product. The product is: [CH3:18][C:19]([CH3:27])([CH2:22][C:23]#[C:24][CH2:25][CH3:26])/[CH:20]=[CH:17]/[S:14]([N:11]1[CH2:12][CH2:13][N:8]([C:5]2[CH:4]=[CH:3][C:2]([F:1])=[CH:7][CH:6]=2)[CH2:9][CH2:10]1)(=[O:15])=[O:16]. (5) The product is: [Cl:1][C:2]1[CH:7]=[C:6]([Cl:8])[CH:5]=[CH:4][C:3]=1[CH2:9][NH:10][C:11](=[O:19])[CH2:12][C:13]1[N:17]([CH3:18])[N:16]=[CH:15][C:14]=1[F:21]. Given the reactants [Cl:1][C:2]1[CH:7]=[C:6]([Cl:8])[CH:5]=[CH:4][C:3]=1[CH2:9][NH:10][C:11](=[O:19])[CH2:12][C:13]1[N:17]([CH3:18])[N:16]=[CH:15][CH:14]=1.[B-](F)(F)(F)[F:21].[B-](F)(F)(F)F.C1[N+]2(CCl)CC[N+](F)(CC2)C1, predict the reaction product. (6) Given the reactants [CH2:1]([N:4]1[CH2:10][CH2:9][C:8]2[CH:11]=[C:12]([NH2:15])[CH:13]=[CH:14][C:7]=2[CH2:6][CH2:5]1)[C:2]#[CH:3].Cl[C:17]1[N:22]=[C:21]([NH:23][C@@H:24]2[CH2:29][CH2:28][CH2:27][CH2:26][C@H:25]2[NH:30][S:31]([CH3:34])(=[O:33])=[O:32])[C:20]([Cl:35])=[CH:19][N:18]=1, predict the reaction product. The product is: [Cl:35][C:20]1[C:21]([NH:23][C@@H:24]2[CH2:29][CH2:28][CH2:27][CH2:26][C@H:25]2[NH:30][S:31]([CH3:34])(=[O:33])=[O:32])=[N:22][C:17]([NH:15][C:12]2[CH:13]=[CH:14][C:7]3[CH2:6][CH2:5][N:4]([CH2:1][C:2]#[CH:3])[CH2:10][CH2:9][C:8]=3[CH:11]=2)=[N:18][CH:19]=1. (7) Given the reactants [CH3:1][O:2][C:3]1[CH:15]=[CH:14][C:6]([CH2:7][C:8]2OC(=O)[S:10][N:9]=2)=[CH:5][CH:4]=1.[C:16]1([CH3:27])[CH:21]=[CH:20][C:19]([S:22]([C:25]#[N:26])(=[O:24])=[O:23])=[CH:18][CH:17]=1, predict the reaction product. The product is: [CH3:1][O:2][C:3]1[CH:15]=[CH:14][C:6]([CH2:7][C:8]2[N:26]=[C:25]([S:22]([C:19]3[CH:18]=[CH:17][C:16]([CH3:27])=[CH:21][CH:20]=3)(=[O:23])=[O:24])[S:10][N:9]=2)=[CH:5][CH:4]=1. (8) The product is: [C:41]([C:40]1[CH:43]=[CH:44][C:37]([NH:36][CH2:35][CH2:34][NH:33][C:2]2[N:7]3[N:8]=[C:9]([C:11]([O:13][CH2:14][CH3:15])=[O:12])[N:10]=[C:6]3[CH:5]=[C:4]([C:16]3[CH:21]=[CH:20][C:19]([C:22]([F:25])([F:24])[F:23])=[CH:18][CH:17]=3)[N:3]=2)=[N:38][CH:39]=1)#[N:42]. Given the reactants Cl[C:2]1[N:7]2[N:8]=[C:9]([C:11]([O:13][CH2:14][CH3:15])=[O:12])[N:10]=[C:6]2[CH:5]=[C:4]([C:16]2[CH:21]=[CH:20][C:19]([C:22]([F:25])([F:24])[F:23])=[CH:18][CH:17]=2)[N:3]=1.FC(F)(F)C(O)=O.[NH2:33][CH2:34][CH2:35][NH:36][C:37]1[CH:44]=[CH:43][C:40]([C:41]#[N:42])=[CH:39][N:38]=1.CCN(C(C)C)C(C)C, predict the reaction product. (9) Given the reactants ClC1C=C(Cl)C=CC=1C1N=C(CC)C(N[C@@H]2C3C(=CC=CC=3)C[C@@H]2O)=NC=1CC.ClC1C=C(Cl)C=CC=1[C:38]1[N:39]=[C:40]([CH3:56])[C:41]([NH:45][CH:46]2[C:55]3[C:50](=[CH:51][CH:52]=[CH:53][CH:54]=3)[CH2:49][CH2:48][CH2:47]2)=[N:42][C:43]=1[CH3:44].[CH3:57][C:58]1[CH:63]=[C:62]([O:64][CH3:65])[CH:61]=[CH:60][C:59]=1B(O)O, predict the reaction product. The product is: [CH3:65][O:64][C:62]1[CH:61]=[CH:60][C:59]([C:38]2[N:39]=[C:40]([CH3:56])[C:41]([NH:45][CH:46]3[C:55]4[C:50](=[CH:51][CH:52]=[CH:53][CH:54]=4)[CH2:49][CH2:48][CH2:47]3)=[N:42][C:43]=2[CH3:44])=[C:58]([CH3:57])[CH:63]=1. (10) Given the reactants C1(P(C2C=CC=CC=2)C2C=CC=CC=2)C=CC=CC=1.[OH:20][C:21]1[CH:26]=[CH:25][C:24]([C:27]2[CH:32]=[C:31]([NH:33][C:34]3[N:39]=[C:38]([C:40]([F:43])([F:42])[F:41])[CH:37]=[CH:36][N:35]=3)[CH:30]=[C:29]([CH3:44])[CH:28]=2)=[CH:23][C:22]=1[C:45]([O:47]C)=[O:46].[CH3:49][C:50](OC(/N=N/C(O[C:50]([CH3:52])([CH3:51])[CH3:49])=O)=O)([CH3:52])[CH3:51].CC(C)CO.[OH-].[Na+], predict the reaction product. The product is: [CH3:44][C:29]1[CH:28]=[C:27]([C:24]2[CH:25]=[CH:26][C:21]([O:20][CH2:49][CH:50]([CH3:52])[CH3:51])=[C:22]([C:45]([OH:47])=[O:46])[CH:23]=2)[CH:32]=[C:31]([NH:33][C:34]2[N:39]=[C:38]([C:40]([F:42])([F:41])[F:43])[CH:37]=[CH:36][N:35]=2)[CH:30]=1.